Dataset: Forward reaction prediction with 1.9M reactions from USPTO patents (1976-2016). Task: Predict the product of the given reaction. Given the reactants [Cl:1][C:2]1[N:7]=[C:6](Cl)[C:5]([N+:9]([O-:11])=[O:10])=[CH:4][N:3]=1.[N:12]1[C:21]2[C:16](=[CH:17][C:18]([NH2:22])=[CH:19][CH:20]=2)[CH:15]=[CH:14][CH:13]=1, predict the reaction product. The product is: [Cl:1][C:2]1[N:7]=[C:6]([NH:22][C:18]2[CH:17]=[C:16]3[C:21](=[CH:20][CH:19]=2)[N:12]=[CH:13][CH:14]=[CH:15]3)[C:5]([N+:9]([O-:11])=[O:10])=[CH:4][N:3]=1.